The task is: Regression. Given two drug SMILES strings and cell line genomic features, predict the synergy score measuring deviation from expected non-interaction effect.. This data is from Merck oncology drug combination screen with 23,052 pairs across 39 cell lines. (1) Drug 1: COC1CC2CCC(C)C(O)(O2)C(=O)C(=O)N2CCCCC2C(=O)OC(C(C)CC2CCC(OP(C)(C)=O)C(OC)C2)CC(=O)C(C)C=C(C)C(O)C(OC)C(=O)C(C)CC(C)C=CC=CC=C1C. Drug 2: CNC(=O)c1cc(Oc2ccc(NC(=O)Nc3ccc(Cl)c(C(F)(F)F)c3)cc2)ccn1. Cell line: OV90. Synergy scores: synergy=14.7. (2) Drug 1: CC1CC2C3CCC4=CC(=O)C=CC4(C)C3(F)C(O)CC2(C)C1(O)C(=O)CO. Drug 2: Cn1cc(-c2cnn3c(N)c(Br)c(C4CCCNC4)nc23)cn1. Cell line: UWB1289. Synergy scores: synergy=-13.9. (3) Drug 1: Cc1nc(Nc2ncc(C(=O)Nc3c(C)cccc3Cl)s2)cc(N2CCN(CCO)CC2)n1. Drug 2: COC1=C2CC(C)CC(OC)C(O)C(C)C=C(C)C(OC(N)=O)C(OC)C=CC=C(C)C(=O)NC(=CC1=O)C2=O. Cell line: NCIH520. Synergy scores: synergy=18.0.